From a dataset of Reaction yield outcomes from USPTO patents with 853,638 reactions. Predict the reaction yield, written as a fraction of the theoretical maximum amount of product (1.0 means a 100% yield; for example, 0.34 means a 34% yield). (1) The reactants are Cl[C:2]1[C:7]([C:8]([NH:10][CH2:11][C:12]2[CH:17]=[CH:16][CH:15]=[C:14]([F:18])[CH:13]=2)=[O:9])=[C:6]([CH3:19])[CH:5]=[C:4]([N:20]2[CH2:25][CH2:24][O:23][CH2:22][CH2:21]2)[N:3]=1.[CH2:26]([Mg]Br)[CH3:27]. The catalyst is C1COCC1.Cl[Ni]1(Cl)[P](C2C=CC=CC=2)(C2C=CC=CC=2)CCC[P]1(C1C=CC=CC=1)C1C=CC=CC=1. The product is [CH2:26]([C:2]1[C:7]([C:8]([NH:10][CH2:11][C:12]2[CH:17]=[CH:16][CH:15]=[C:14]([F:18])[CH:13]=2)=[O:9])=[C:6]([CH3:19])[CH:5]=[C:4]([N:20]2[CH2:25][CH2:24][O:23][CH2:22][CH2:21]2)[N:3]=1)[CH3:27]. The yield is 0.250. (2) The reactants are [NH2:1][C:2]1[CH:7]=[CH:6][C:5]([Br:8])=[CH:4][N:3]=1.C[Al](C)C.C([O:15][C:16]([C:18]1[NH:22][N:21]=[C:20]([CH3:23])[CH:19]=1)=O)C. The catalyst is C(Cl)Cl. The product is [Br:8][C:5]1[CH:6]=[CH:7][C:2]([NH:1][C:16]([C:18]2[NH:22][N:21]=[C:20]([CH3:23])[CH:19]=2)=[O:15])=[N:3][CH:4]=1. The yield is 0.490. (3) The reactants are [C:1]([O:5][C:6]([N:8]1[CH2:13][CH2:12][CH2:11][CH2:10][C@@H:9]1[C:14](O)=[O:15])=[O:7])([CH3:4])([CH3:3])[CH3:2].B.O1CCCC1.O. The catalyst is C1COCC1. The product is [C:1]([O:5][C:6]([N:8]1[CH2:13][CH2:12][CH2:11][CH2:10][C@@H:9]1[CH2:14][OH:15])=[O:7])([CH3:4])([CH3:3])[CH3:2]. The yield is 0.990. (4) The reactants are [C:1]([O:5][C:6]([N:8]1[CH2:13][CH2:12][CH2:11][CH2:10][CH:9]1[CH2:14][CH2:15]O)=[O:7])([CH3:4])([CH3:3])[CH3:2].C1C=CC(P(C2C=CC=CC=2)C2C=CC=CC=2)=CC=1.C(Br)(Br)(Br)[Br:37]. The catalyst is C(Cl)Cl. The product is [C:1]([O:5][C:6]([N:8]1[CH2:13][CH2:12][CH2:11][CH2:10][CH:9]1[CH2:14][CH2:15][Br:37])=[O:7])([CH3:4])([CH3:3])[CH3:2]. The yield is 0.680. (5) No catalyst specified. The reactants are [F:1][C:2]1[CH:3]=[C:4]([C:17]([F:20])([F:19])[F:18])[CH:5]=[C:6]([C:8]2[O:9][CH:10]=[C:11]([CH2:13][CH2:14][CH2:15]O)[N:12]=2)[CH:7]=1.P(OC1C=CC=CC=1)(OC1C=CC=CC=1)(OC1C=CC=CC=1)=O.C[I:45]. The yield is 0.340. The product is [F:1][C:2]1[CH:3]=[C:4]([C:17]([F:20])([F:19])[F:18])[CH:5]=[C:6]([C:8]2[O:9][CH:10]=[C:11]([CH2:13][CH2:14][CH2:15][I:45])[N:12]=2)[CH:7]=1. (6) The reactants are [CH2:1]([C@@:3]12[C@@:14]([CH2:16][CH2:17][C:18]3[C:23]([CH2:24][C:25]([OH:27])=O)=[C:22]([F:28])[CH:21]=[CH:20][N:19]=3)([OH:15])[CH2:13][CH2:12][C:11]1=[CH:10][C:9]1[N:8]([C:29]3[CH:34]=[CH:33][C:32]([F:35])=[CH:31][CH:30]=3)[N:7]=[CH:6][C:5]=1[CH2:4]2)[CH3:2].N.C[N:38]1CCOCC1.CN(C(ON1N=NC2C=CC=NC1=2)=[N+](C)C)C.F[P-](F)(F)(F)(F)F. The catalyst is CCOC(C)=O.CN(C=O)C. The product is [CH2:1]([C@@:3]12[C@@:14]([CH2:16][CH2:17][C:18]3[C:23]([CH2:24][C:25]([NH2:38])=[O:27])=[C:22]([F:28])[CH:21]=[CH:20][N:19]=3)([OH:15])[CH2:13][CH2:12][C:11]1=[CH:10][C:9]1[N:8]([C:29]3[CH:34]=[CH:33][C:32]([F:35])=[CH:31][CH:30]=3)[N:7]=[CH:6][C:5]=1[CH2:4]2)[CH3:2]. The yield is 0.721. (7) The reactants are [NH2:1][C@@H:2]([C:32]([CH3:35])([CH3:34])[CH3:33])[C:3]([N:5]1[C@H:14]([C:15](=[O:27])[NH:16][C@H:17]2[C:26]3[C:21](=[CH:22][CH:23]=[CH:24][CH:25]=3)[CH2:20][CH2:19][CH2:18]2)[CH2:13][C:12]2[C:7](=[CH:8][C:9]([C:28]([O:30][CH3:31])=[O:29])=[CH:10][CH:11]=2)[CH2:6]1)=[O:4].[C:36]([O:40][C:41]([N:43]([CH3:49])[C@@H:44]([CH3:48])[C:45](O)=[O:46])=[O:42])([CH3:39])([CH3:38])[CH3:37].C(Cl)CCl.N1C2C(=NC=CC=2)N(O)N=1.CN1CCOCC1. The catalyst is CN(C=O)C. The product is [C:36]([O:40][C:41]([N:43]([CH3:49])[C@@H:44]([CH3:48])[C:45]([NH:1][C@@H:2]([C:32]([CH3:35])([CH3:34])[CH3:33])[C:3]([N:5]1[C@H:14]([C:15](=[O:27])[NH:16][C@H:17]2[C:26]3[C:21](=[CH:22][CH:23]=[CH:24][CH:25]=3)[CH2:20][CH2:19][CH2:18]2)[CH2:13][C:12]2[C:7](=[CH:8][C:9]([C:28]([O:30][CH3:31])=[O:29])=[CH:10][CH:11]=2)[CH2:6]1)=[O:4])=[O:46])=[O:42])([CH3:39])([CH3:38])[CH3:37]. The yield is 1.00.